Dataset: Full USPTO retrosynthesis dataset with 1.9M reactions from patents (1976-2016). Task: Predict the reactants needed to synthesize the given product. The reactants are: [Cl:1][C:2]1[CH:7]=[CH:6][C:5]([C@H:8]([C:19]2[CH:29]=[CH:28][C:22]([C:23]([N:25]([CH3:27])[CH3:26])=[O:24])=[CH:21][CH:20]=2)[CH2:9][C:10]([C:12]2[CH:17]=[CH:16][N:15]=[C:14]([CH3:18])[CH:13]=2)=O)=[C:4]([CH3:30])[CH:3]=1.Cl.[NH2:32][OH:33].C(=O)([O-])O.[Na+]. Given the product [Cl:1][C:2]1[CH:7]=[CH:6][C:5]([C@H:8]([C:19]2[CH:29]=[CH:28][C:22]([C:23]([N:25]([CH3:27])[CH3:26])=[O:24])=[CH:21][CH:20]=2)[CH2:9]/[C:10](=[N:32]\[OH:33])/[C:12]2[CH:17]=[CH:16][N:15]=[C:14]([CH3:18])[CH:13]=2)=[C:4]([CH3:30])[CH:3]=1, predict the reactants needed to synthesize it.